From a dataset of Forward reaction prediction with 1.9M reactions from USPTO patents (1976-2016). Predict the product of the given reaction. Given the reactants Br[C:2]1[CH:7]=[C:6]([O:8][C:9]2[CH:14]=[CH:13][C:12]([F:15])=[CH:11][C:10]=2[O:16][CH3:17])[C:5]([Cl:18])=[CH:4][C:3]=1[F:19].[C:20](OCC)(=[O:26])[C:21]([O:23][CH2:24][CH3:25])=[O:22], predict the reaction product. The product is: [Cl:18][C:5]1[C:6]([O:8][C:9]2[CH:14]=[CH:13][C:12]([F:15])=[CH:11][C:10]=2[O:16][CH3:17])=[CH:7][C:2]([C:20](=[O:26])[C:21]([O:23][CH2:24][CH3:25])=[O:22])=[C:3]([F:19])[CH:4]=1.